This data is from Full USPTO retrosynthesis dataset with 1.9M reactions from patents (1976-2016). The task is: Predict the reactants needed to synthesize the given product. Given the product [Cl:9][C:10]1[CH:11]=[CH:12][C:13]([CH:16]([CH2:21][CH:22]2[CH2:26][CH2:25][CH2:24][CH2:23]2)[C:17]([OH:19])=[O:18])=[CH:14][CH:15]=1, predict the reactants needed to synthesize it. The reactants are: C([N-]C(C)C)(C)C.[Li+].[Cl:9][C:10]1[CH:15]=[CH:14][C:13]([CH2:16][C:17]([OH:19])=[O:18])=[CH:12][CH:11]=1.I[CH2:21][CH:22]1[CH2:26][CH2:25][CH2:24][CH2:23]1.